This data is from Full USPTO retrosynthesis dataset with 1.9M reactions from patents (1976-2016). The task is: Predict the reactants needed to synthesize the given product. Given the product [Cl:28][C:24]1[CH:23]=[C:22]([C:20]2[N:19]=[C:18]3[CH2:29][CH2:30][CH2:31][C:17]3=[C:16]([NH:1][C:2]3[CH:3]=[CH:4][C:5]([O:6][CH2:7][C:8]([O:10][CH3:11])=[O:9])=[CH:12][CH:13]=3)[CH:21]=2)[CH:27]=[CH:26][CH:25]=1, predict the reactants needed to synthesize it. The reactants are: [NH2:1][C:2]1[CH:13]=[CH:12][C:5]([O:6][CH2:7][C:8]([O:10][CH3:11])=[O:9])=[CH:4][CH:3]=1.Cl.Cl[C:16]1[CH:21]=[C:20]([C:22]2[CH:27]=[CH:26][CH:25]=[C:24]([Cl:28])[CH:23]=2)[N:19]=[C:18]2[CH2:29][CH2:30][CH2:31][C:17]=12.